This data is from Reaction yield outcomes from USPTO patents with 853,638 reactions. The task is: Predict the reaction yield, written as a fraction of the theoretical maximum amount of product (1.0 means a 100% yield; for example, 0.34 means a 34% yield). The reactants are [H-].[Na+].[C:3]([O:11][CH2:12][CH3:13])(=[O:10])[CH2:4][C:5]([O:7][CH2:8][CH3:9])=[O:6].Br[CH2:15][CH2:16][CH2:17][CH:18]=[CH2:19]. The catalyst is CN(C=O)C. The product is [CH2:12]([O:11][C:3](=[O:10])[CH:4]([CH2:19][CH2:18][CH2:17][CH:16]=[CH2:15])[C:5]([O:7][CH2:8][CH3:9])=[O:6])[CH3:13]. The yield is 1.00.